Dataset: Forward reaction prediction with 1.9M reactions from USPTO patents (1976-2016). Task: Predict the product of the given reaction. (1) Given the reactants [F:1][CH:2]([C:4]1[N:13]=[C:12]2[C:7]([CH:8]=[C:9]([C:18]([O:20]CC)=[O:19])[C:10]([C:14]([F:17])([F:16])[F:15])=[N:11]2)=[CH:6][CH:5]=1)[CH3:3].O.[OH-].[Li+].Cl, predict the reaction product. The product is: [F:1][CH:2]([C:4]1[N:13]=[C:12]2[C:7]([CH:8]=[C:9]([C:18]([OH:20])=[O:19])[C:10]([C:14]([F:17])([F:16])[F:15])=[N:11]2)=[CH:6][CH:5]=1)[CH3:3]. (2) The product is: [C:26]([C:30]1[CH:34]=[C:33]([NH:35][C:36]([NH:22][C:21]2[CH:23]=[CH:24][CH:25]=[C:19]([O:18][C:6]3[C:5]4[C:10](=[CH:11][C:12]([O:13][CH2:14][CH2:15][O:16][CH3:17])=[C:3]([O:2][CH3:1])[CH:4]=4)[N:9]=[CH:8][N:7]=3)[CH:20]=2)=[O:37])[O:32][N:31]=1)([CH3:29])([CH3:27])[CH3:28]. Given the reactants [CH3:1][O:2][C:3]1[CH:4]=[C:5]2[C:10](=[CH:11][C:12]=1[O:13][CH2:14][CH2:15][O:16][CH3:17])[N:9]=[CH:8][N:7]=[C:6]2[O:18][C:19]1[CH:20]=[C:21]([CH:23]=[CH:24][CH:25]=1)[NH2:22].[C:26]([C:30]1[CH:34]=[C:33]([NH:35][C:36](=O)[O:37]C2C=CC=CC=2)[O:32][N:31]=1)([CH3:29])([CH3:28])[CH3:27], predict the reaction product. (3) The product is: [Br:17][C:14]1[C:9]2[S:8][C:7]([C:1]3[CH:2]=[CH:3][CH:4]=[CH:5][CH:6]=3)=[N:16][C:10]=2[C:11](=[O:15])[NH:12][CH:13]=1. Given the reactants [C:1]1([C:7]2[S:8][C:9]3[CH:14]=[CH:13][NH:12][C:11](=[O:15])[C:10]=3[N:16]=2)[CH:6]=[CH:5][CH:4]=[CH:3][CH:2]=1.[Br:17]Br.O, predict the reaction product. (4) Given the reactants [CH2:1]([S:3]([C:6]1[CH:31]=[CH:30][C:9]([O:10][CH:11]2[CH2:15][CH2:14][N:13]([CH:16]3[CH2:21][CH2:20][N:19](C(OC(C)(C)C)=O)[CH2:18][CH2:17]3)[C:12]2=[O:29])=[C:8]([F:32])[CH:7]=1)(=[O:5])=[O:4])[CH3:2].[ClH:33], predict the reaction product. The product is: [ClH:33].[CH2:1]([S:3]([C:6]1[CH:31]=[CH:30][C:9]([O:10][CH:11]2[CH2:15][CH2:14][N:13]([CH:16]3[CH2:17][CH2:18][NH:19][CH2:20][CH2:21]3)[C:12]2=[O:29])=[C:8]([F:32])[CH:7]=1)(=[O:4])=[O:5])[CH3:2].